From a dataset of Catalyst prediction with 721,799 reactions and 888 catalyst types from USPTO. Predict which catalyst facilitates the given reaction. (1) Reactant: [CH3:1][N:2]1[C:14]2[C:13]3[N:12]=[C:11]([NH:15][CH:16]4[CH2:21][CH2:20][NH:19][CH2:18][CH2:17]4)[N:10]=[CH:9][C:8]=3[CH2:7][CH2:6][C:5]=2[C:4]([C:22]([NH2:24])=[O:23])=[N:3]1.[Si](Cl)(C(C)(C)C)(C)C.C(N(CC)CC)C.CN(C)[CH:42]=[O:43]. Product: [CH:42]([N:19]1[CH2:18][CH2:17][CH:16]([NH:15][C:11]2[N:10]=[CH:9][C:8]3[CH2:7][CH2:6][C:5]4[C:4]([C:22]([NH2:24])=[O:23])=[N:3][N:2]([CH3:1])[C:14]=4[C:13]=3[N:12]=2)[CH2:21][CH2:20]1)=[O:43]. The catalyst class is: 277. (2) Reactant: [Cl:1][C:2]1[CH:3]=[C:4]([C@@H:12]([CH2:26][CH:27]2[CH2:31][CH2:30][CH2:29][CH2:28]2)[C:13]([NH:15][C:16]2[CH:20]=[CH:19][N:18]([CH2:21][CH2:22][C:23]([OH:25])=O)[N:17]=2)=[O:14])[CH:5]=[CH:6][C:7]=1[S:8]([CH3:11])(=[O:10])=[O:9].C(Cl)(=O)C(Cl)=O.[N:38]1C(C)=CC=C[C:39]=1C.CN.O1CCCC1. Product: [Cl:1][C:2]1[CH:3]=[C:4]([C@@H:12]([CH2:26][CH:27]2[CH2:28][CH2:29][CH2:30][CH2:31]2)[C:13]([NH:15][C:16]2[CH:20]=[CH:19][N:18]([CH2:21][CH2:22][C:23](=[O:25])[NH:38][CH3:39])[N:17]=2)=[O:14])[CH:5]=[CH:6][C:7]=1[S:8]([CH3:11])(=[O:9])=[O:10]. The catalyst class is: 2. (3) Reactant: FC(F)(F)C(O)=[O:4].C([N:15]1[CH2:20][CH2:19][C:18]2([CH:29]=[CH:28][C:27]3[C:22](=[CH:23][CH:24]=[CH:25][C:26]=3[O:30][CH3:31])[O:21]2)[CH2:17][CH2:16]1)(OC(C)(C)C)=O. Product: [CH3:31][O:30][C:26]1[CH:25]=[CH:24][CH:23]=[C:22]2[C:27]=1[C:28](=[O:4])[CH2:29][C:18]1([O:21]2)[CH2:19][CH2:20][NH:15][CH2:16][CH2:17]1. The catalyst class is: 4. (4) Reactant: Cl[C:2]1[C:3]2[C:10]([I:11])=[CH:9][N:8]([CH:12]3[CH2:15][CH2:14][CH2:13]3)[C:4]=2[N:5]=[CH:6][N:7]=1.CCN(C(C)C)C(C)C.[CH2:25]([NH2:34])[C:26]1[CH:33]=[CH:32][C:29]([O:30][CH3:31])=[CH:28][CH:27]=1. Product: [CH:12]1([N:8]2[C:4]3[N:5]=[CH:6][N:7]=[C:2]([NH:34][CH2:25][C:26]4[CH:33]=[CH:32][C:29]([O:30][CH3:31])=[CH:28][CH:27]=4)[C:3]=3[C:10]([I:11])=[CH:9]2)[CH2:15][CH2:14][CH2:13]1. The catalyst class is: 58. (5) Reactant: O1CCCCC1[O:7][CH2:8][CH2:9][O:10][C:11]1[C:16]([NH:17][C:18]([C:20]2[C:29]3[C:28]4[N:30]=[CH:31][CH:32]=[CH:33][C:27]=4[CH2:26][CH2:25][CH2:24][C:23]=3[NH:22][CH:21]=2)=[O:19])=[CH:15][CH:14]=[CH:13][N:12]=1.O.C1(C)C=CC(S(O)(=O)=O)=CC=1. Product: [OH:7][CH2:8][CH2:9][O:10][C:11]1[C:16]([NH:17][C:18]([C:20]2[C:29]3[C:28]4[N:30]=[CH:31][CH:32]=[CH:33][C:27]=4[CH2:26][CH2:25][CH2:24][C:23]=3[NH:22][CH:21]=2)=[O:19])=[CH:15][CH:14]=[CH:13][N:12]=1. The catalyst class is: 5.